Dataset: Catalyst prediction with 721,799 reactions and 888 catalyst types from USPTO. Task: Predict which catalyst facilitates the given reaction. The catalyst class is: 14. Product: [CH2:5]([O:7][C:8]([C:9]1[S:3][C:2]([NH2:4])=[N:1][C:10]=1[C:11]([F:12])([F:13])[F:14])=[O:17])[CH3:6]. Reactant: [NH2:1][C:2]([NH2:4])=[S:3].[CH2:5]([O:7][C:8](=[O:17])[CH:9](Cl)[C:10](=O)[C:11]([F:14])([F:13])[F:12])[CH3:6].